Dataset: Reaction yield outcomes from USPTO patents with 853,638 reactions. Task: Predict the reaction yield, written as a fraction of the theoretical maximum amount of product (1.0 means a 100% yield; for example, 0.34 means a 34% yield). (1) The reactants are [CH3:1][O:2][C:3]1[CH:8]=[C:7]([CH3:9])[C:6]([S:10]([N:13]2[CH2:18][CH2:17][CH2:16][CH2:15][CH:14]2[CH2:19][CH2:20][CH2:21][OH:22])(=[O:12])=[O:11])=[C:5]([CH3:23])[CH:4]=1.C(N(CC)CC)C.[CH3:31][S:32](Cl)(=[O:34])=[O:33]. The catalyst is C(Cl)Cl. The product is [CH3:31][S:32]([O:22][CH2:21][CH2:20][CH2:19][CH:14]1[CH2:15][CH2:16][CH2:17][CH2:18][N:13]1[S:10]([C:6]1[C:5]([CH3:23])=[CH:4][C:3]([O:2][CH3:1])=[CH:8][C:7]=1[CH3:9])(=[O:11])=[O:12])(=[O:34])=[O:33]. The yield is 0.890. (2) The reactants are [CH2:1]([NH:8][C:9]1[CH:18]=[C:17]2[C:12]([NH:13][C:14](=O)[C:15]3[N:16]2[CH:19]=[CH:20][N:21]=3)=[CH:11][C:10]=1[C:23]([F:26])([F:25])[F:24])[C:2]1[CH:7]=[CH:6][CH:5]=[CH:4][CH:3]=1.P(Cl)(Cl)([Cl:29])=O. No catalyst specified. The product is [CH2:1]([NH:8][C:9]1[CH:18]=[C:17]2[C:12]([N:13]=[C:14]([Cl:29])[C:15]3[N:16]2[CH:19]=[CH:20][N:21]=3)=[CH:11][C:10]=1[C:23]([F:26])([F:25])[F:24])[C:2]1[CH:7]=[CH:6][CH:5]=[CH:4][CH:3]=1. The yield is 0.470. (3) The reactants are [Cl:1][C:2]1[CH:3]=[C:4]([C@@H:10]([CH2:14][CH:15]2[CH2:18][C:17](=[O:19])[CH2:16]2)[C:11]([OH:13])=[O:12])[CH:5]=[CH:6][C:7]=1SC.[S:20]([O-:25])(O[O-])(=O)=[O:21].[K+].[K+].[Mn]([O-])(=O)(=O)=O.[K+].[CH3:34]C(C)=O. The catalyst is O.CO. The yield is 0.210. The product is [Cl:1][C:2]1[CH:3]=[C:4]([C@@H:10]([CH2:14][CH:15]2[CH2:16][C:17](=[O:19])[CH2:18]2)[C:11]([OH:13])=[O:12])[CH:5]=[CH:6][C:7]=1[S:20]([CH3:34])(=[O:25])=[O:21]. (4) The reactants are Br[C:2]1[CH:3]=[CH:4][C:5]([CH3:18])=[C:6]([N:8]2[C:12]3=[N:13][CH:14]=[N:15][C:16]([OH:17])=[C:11]3[CH:10]=[N:9]2)[CH:7]=1.CC1(C)C2C=CC=C(P(C3C=CC=CC=3)C3C=CC=CC=3)C=2OC2C1=CC=CC=2P(C1C=CC=CC=1)C1C=CC=CC=1.[CH3:61][N:62](C=O)C. The catalyst is CCOC(C)=O.O.[C-]#N.[Zn+2].[C-]#N.C1C=CC(/C=C/C(/C=C/C2C=CC=CC=2)=O)=CC=1.C1C=CC(/C=C/C(/C=C/C2C=CC=CC=2)=O)=CC=1.C1C=CC(/C=C/C(/C=C/C2C=CC=CC=2)=O)=CC=1.[Pd].[Pd]. The product is [OH:17][C:16]1[N:15]=[CH:14][N:13]=[C:12]2[N:8]([C:6]3[CH:7]=[C:2]([CH:3]=[CH:4][C:5]=3[CH3:18])[C:61]#[N:62])[N:9]=[CH:10][C:11]=12. The yield is 0.890. (5) The reactants are [Br:1][C:2]1[CH:21]=[CH:20][C:5]([CH2:6][NH:7][C:8](=[O:19])[C:9]2[CH:14]=[CH:13][C:12]([S:15][CH3:16])=[CH:11][C:10]=2[O:17]C)=[C:4]([F:22])[CH:3]=1. The catalyst is Br.C(O)(=O)C.C(OCC)(=O)C. The product is [Br:1][C:2]1[CH:21]=[CH:20][C:5]([CH2:6][NH:7][C:8](=[O:19])[C:9]2[CH:14]=[CH:13][C:12]([S:15][CH3:16])=[CH:11][C:10]=2[OH:17])=[C:4]([F:22])[CH:3]=1. The yield is 0.500. (6) The reactants are [Cl:1][C:2]1[CH:7]=[CH:6][CH:5]=[CH:4][C:3]=1[CH:8]([O:10][C:11]([NH:13][C:14]1[CH:15]=[N:16][O:17][C:18]=1[C:19]1[CH:32]=[CH:31][C:22]([CH2:23][S:24][CH2:25][CH2:26][C:27]([O:29]C)=[O:28])=[CH:21][CH:20]=1)=[O:12])[CH3:9].Cl. The catalyst is C(O)C. The product is [Cl:1][C:2]1[CH:7]=[CH:6][CH:5]=[CH:4][C:3]=1[CH:8]([O:10][C:11]([NH:13][C:14]1[CH:15]=[N:16][O:17][C:18]=1[C:19]1[CH:32]=[CH:31][C:22]([CH2:23][S:24][CH2:25][CH2:26][C:27]([OH:29])=[O:28])=[CH:21][CH:20]=1)=[O:12])[CH3:9]. The yield is 0.470. (7) The reactants are [CH3:1][N:2]([CH:12]1[CH:17]([CH3:18])[CH2:16][CH2:15][NH:14][CH2:13]1)[C:3]1[C:4]2[CH:11]=[CH:10][NH:9][C:5]=2[N:6]=[CH:7][N:8]=1.[C:19](Cl)(=[O:21])[CH3:20]. The catalyst is ClCCl.N1C=CC=CC=1. The product is [CH3:18][CH:17]1[CH2:16][CH2:15][N:14]([C:19](=[O:21])[CH3:20])[CH2:13][CH:12]1[N:2]([CH3:1])[C:3]1[C:4]2[CH:11]=[CH:10][NH:9][C:5]=2[N:6]=[CH:7][N:8]=1. The yield is 0.150. (8) The reactants are [Br:1][C:2]1[CH:11]=[CH:10][C:9]2[C:4](=[CH:5][C:6]([O:12][C@H:13]3[CH2:18][CH2:17][C@@H:16]([C:19]([F:22])([F:21])[F:20])[CH2:15][CH2:14]3)=[CH:7][CH:8]=2)[CH:3]=1.Cl[CH:24](Cl)[O:25]C.Cl. The catalyst is C(Cl)Cl.Cl[Ti](Cl)(Cl)Cl. The product is [Br:1][C:2]1[CH:3]=[C:4]2[C:9]([CH:8]=[CH:7][C:6]([O:12][C@H:13]3[CH2:14][CH2:15][C@@H:16]([C:19]([F:20])([F:21])[F:22])[CH2:17][CH2:18]3)=[C:5]2[CH:24]=[O:25])=[CH:10][CH:11]=1. The yield is 0.950.